Dataset: Full USPTO retrosynthesis dataset with 1.9M reactions from patents (1976-2016). Task: Predict the reactants needed to synthesize the given product. (1) Given the product [CH:14]1([C:11]2[CH:12]=[CH:13][C:8]([C:5]3[N:6]=[CH:7][C:2]([NH2:1])=[N:3][CH:4]=3)=[C:9]([F:19])[C:10]=2[O:18][CH2:21][C:22]2[CH:27]=[CH:26][CH:25]=[C:24]([Cl:28])[C:23]=2[Cl:29])[CH2:15][CH2:16][CH2:17]1, predict the reactants needed to synthesize it. The reactants are: [NH2:1][C:2]1[N:3]=[CH:4][C:5]([C:8]2[C:9]([F:19])=[C:10]([OH:18])[C:11]([CH:14]3[CH2:17][CH2:16][CH2:15]3)=[CH:12][CH:13]=2)=[N:6][CH:7]=1.Br[CH2:21][C:22]1[CH:27]=[CH:26][CH:25]=[C:24]([Cl:28])[C:23]=1[Cl:29]. (2) Given the product [C:1]([O:5][C:6]([NH:8][C@@H:9]1[C@H:14]([NH:15][C:16]2[N:21]=[C:20]([C:39]3[S:38][N:37]=[C:36]([CH3:35])[CH:40]=3)[C:19]3[C:23](=[O:33])[N:24]([C:26]([O:28][C:29]([CH3:32])([CH3:31])[CH3:30])=[O:27])[CH2:25][C:18]=3[C:17]=2[F:34])[CH2:13][CH2:12][O:11][CH2:10]1)=[O:7])([CH3:4])([CH3:3])[CH3:2], predict the reactants needed to synthesize it. The reactants are: [C:1]([O:5][C:6]([NH:8][C@@H:9]1[C@H:14]([NH:15][C:16]2[N:21]=[C:20](Cl)[C:19]3[C:23](=[O:33])[N:24]([C:26]([O:28][C:29]([CH3:32])([CH3:31])[CH3:30])=[O:27])[CH2:25][C:18]=3[C:17]=2[F:34])[CH2:13][CH2:12][O:11][CH2:10]1)=[O:7])([CH3:4])([CH3:3])[CH3:2].[CH3:35][C:36]1[CH:40]=[C:39]([Sn](CCCC)(CCCC)CCCC)[S:38][N:37]=1.O. (3) Given the product [CH3:1][O:2][C:3]([C:5]1[CH:6]=[C:7]2[C:11](=[CH:12][CH:13]=1)[N:10]([CH3:15])[N:9]=[C:8]2[I:14])=[O:4], predict the reactants needed to synthesize it. The reactants are: [CH3:1][O:2][C:3]([C:5]1[CH:6]=[C:7]2[C:11](=[CH:12][CH:13]=1)[NH:10][N:9]=[C:8]2[I:14])=[O:4].[CH3:15]C([O-])(C)C.[K+].IC. (4) Given the product [CH2:12]([N:14]([CH2:15][CH3:16])[C:7](=[O:9])[C:6]1[CH:5]=[CH:4][C:3]([O:2][CH3:1])=[CH:11][CH:10]=1)[CH3:13], predict the reactants needed to synthesize it. The reactants are: [CH3:1][O:2][C:3]1[CH:11]=[CH:10][C:6]([C:7]([OH:9])=O)=[CH:5][CH:4]=1.[CH2:12]([NH:14][CH2:15][CH3:16])[CH3:13].CN(C(ON1N=NC2C=CC=CC1=2)=[N+](C)C)C.[B-](F)(F)(F)F. (5) Given the product [Br:1][C:2]1[C:3]([Cl:10])=[C:4]([Cl:9])[C:5](=[O:8])[N:6]([CH3:11])[N:7]=1, predict the reactants needed to synthesize it. The reactants are: [Br:1][C:2]1[C:3]([Cl:10])=[C:4]([Cl:9])[C:5](=[O:8])[NH:6][N:7]=1.[C:11](=O)([O-])[O-].[K+].[K+].IC. (6) Given the product [SH:2][CH:5]([C:12](=[O:14])[CH3:13])[CH2:6][C:7]([O:9][CH2:10][CH3:11])=[O:8], predict the reactants needed to synthesize it. The reactants are: O.[SH2:2].[Na].Br[CH:5]([C:12](=[O:14])[CH3:13])[CH2:6][C:7]([O:9][CH2:10][CH3:11])=[O:8].CCOCC. (7) Given the product [CH3:34][O:33][C:15]([C:12]1([CH2:27][CH3:28])[CH2:13][CH2:14][NH:8][C:9]2[CH:32]=[CH:31][CH:30]=[CH:29][C:10]=2[CH2:11]1)=[O:26], predict the reactants needed to synthesize it. The reactants are: C(OC([N:8]1[CH2:14][CH2:13][C:12]([CH2:27][CH3:28])([C:15](=[O:26])N[C@H](C2C=CC=CC=2)CO)[CH2:11][C:10]2[CH:29]=[CH:30][CH:31]=[CH:32][C:9]1=2)=O)(C)(C)C.[OH:33][CH2:34][C@H](NC(C1(C)CCN(S(C2C=CC(C)=CC=2)(=O)=O)C2C=CC=CC=2C1)=O)C1C=CC=CC=1. (8) The reactants are: Cl.[CH3:2][O:3][C:4]1[CH:9]=[CH:8][C:7]([NH:10][NH2:11])=[CH:6][CH:5]=1.C(N(CC)CC)C.C(O[CH:22]=[C:23]([C:26]#[N:27])[C:24]#[N:25])C. Given the product [NH2:27][C:26]1[N:10]([C:7]2[CH:8]=[CH:9][C:4]([O:3][CH3:2])=[CH:5][CH:6]=2)[N:11]=[CH:22][C:23]=1[C:24]#[N:25], predict the reactants needed to synthesize it. (9) The reactants are: [Br:1][C:2]1[CH:7]=[CH:6][C:5]([C@@H:8]([N:10]2[CH2:15][CH2:14][C@:13]([CH2:23]CC(N)=O)([C:16]3[CH:21]=[CH:20][C:19]([F:22])=[CH:18][CH:17]=3)[O:12][C:11]2=[O:28])[CH3:9])=[CH:4][CH:3]=1.Cl.[CH3:30][C:31]#[N:32].[C:33](O)(C)(C)C. Given the product [NH2:32][C:31]([CH3:33])([CH3:30])[CH2:23][C@@:13]1([C:16]2[CH:21]=[CH:20][C:19]([F:22])=[CH:18][CH:17]=2)[O:12][C:11](=[O:28])[N:10]([C@H:8]([C:5]2[CH:4]=[CH:3][C:2]([Br:1])=[CH:7][CH:6]=2)[CH3:9])[CH2:15][CH2:14]1, predict the reactants needed to synthesize it.